From a dataset of Catalyst prediction with 721,799 reactions and 888 catalyst types from USPTO. Predict which catalyst facilitates the given reaction. (1) Reactant: [CH2:1]([O:8][C:9]1[C:10]([CH2:17]Cl)=[N:11][C:12]([O:15][CH3:16])=[CH:13][CH:14]=1)[C:2]1[CH:7]=[CH:6][CH:5]=[CH:4][CH:3]=1.[C-:19]#[N:20].[Na+]. Product: [CH2:1]([O:8][C:9]1[C:10]([CH2:17][C:19]#[N:20])=[N:11][C:12]([O:15][CH3:16])=[CH:13][CH:14]=1)[C:2]1[CH:7]=[CH:6][CH:5]=[CH:4][CH:3]=1. The catalyst class is: 16. (2) Reactant: [Li+].C[Si]([N-][Si](C)(C)C)(C)C.[C:11]([O:14][C:15]([CH3:18])([CH3:17])[CH3:16])(=[O:13])[CH3:12].[Cl:19][C:20]1[CH:21]=[C:22]2[C:26](=[CH:27][CH:28]=1)[N:25]([C:29]1[CH:34]=[CH:33][CH:32]=[C:31]([C:35]([F:38])([F:37])[F:36])[CH:30]=1)[C:24]([C:39](OCC)=[O:40])=[CH:23]2.C([O-])(O)=O.[Na+]. Product: [Cl:19][C:20]1[CH:21]=[C:22]2[C:26](=[CH:27][CH:28]=1)[N:25]([C:29]1[CH:34]=[CH:33][CH:32]=[C:31]([C:35]([F:36])([F:38])[F:37])[CH:30]=1)[C:24]([C:39](=[O:40])[CH2:12][C:11]([O:14][C:15]([CH3:18])([CH3:17])[CH3:16])=[O:13])=[CH:23]2. The catalyst class is: 1.